Dataset: Full USPTO retrosynthesis dataset with 1.9M reactions from patents (1976-2016). Task: Predict the reactants needed to synthesize the given product. (1) Given the product [Cl:1][C:2]1[CH:30]=[C:29]([Cl:31])[CH:28]=[CH:27][C:3]=1[CH2:4][N:5]1[C:9]2[CH:10]=[C:11]([O:15][CH2:16][CH2:17][C:18]([CH3:25])([CH3:24])[C:19]([OH:21])=[O:20])[CH:12]=[C:13]([CH3:14])[C:8]=2[N:7]=[C:6]1[CH3:26], predict the reactants needed to synthesize it. The reactants are: [Cl:1][C:2]1[CH:30]=[C:29]([Cl:31])[CH:28]=[CH:27][C:3]=1[CH2:4][N:5]1[C:9]2[CH:10]=[C:11]([O:15][CH2:16][CH2:17][C:18]([CH3:25])([CH3:24])[C:19]([O:21]CC)=[O:20])[CH:12]=[C:13]([CH3:14])[C:8]=2[N:7]=[C:6]1[CH3:26].[OH-].[Na+].Cl. (2) The reactants are: [CH3:1][N:2]1[CH:6]=[C:5]([C:7]([OH:9])=O)[CH:4]=[N:3]1.Cl.[F:11][CH2:12][CH2:13][NH:14][CH3:15]. Given the product [F:11][CH2:12][CH2:13][N:14]([CH3:15])[C:7]([C:5]1[CH:4]=[N:3][N:2]([CH3:1])[CH:6]=1)=[O:9], predict the reactants needed to synthesize it. (3) Given the product [F:1][C:2]([F:22])([C:15]1[CH:20]=[CH:19][C:18]([F:21])=[CH:17][CH:16]=1)[C:3]1[NH:13][C:11](=[O:12])[C:10]2[CH:9]=[C:8]([CH3:14])[S:7][C:6]=2[N:5]=1, predict the reactants needed to synthesize it. The reactants are: [F:1][C:2]([F:22])([C:15]1[CH:20]=[CH:19][C:18]([F:21])=[CH:17][CH:16]=1)[C:3]([NH:5][C:6]1[S:7][C:8]([CH3:14])=[CH:9][C:10]=1[C:11]([NH2:13])=[O:12])=O.C[Si](Cl)(C)C. (4) Given the product [C:15]1([N:21]([CH:22]2[CH2:27][CH2:26][N:25]([C:28]([O:30][CH2:31][C@@H:32]([N:40]([CH2:48][C:49]3[CH:50]=[CH:51][CH:52]=[CH:53][CH:54]=3)[CH2:41][C:42]3[CH:47]=[CH:46][CH:45]=[CH:44][CH:43]=3)[CH2:33][C:34]3[CH:35]=[CH:36][CH:37]=[CH:38][CH:39]=3)=[O:29])[CH2:24][CH2:23]2)[S:9]([C:6]2[CH:7]=[CH:8][C:3]([C:2]([F:14])([F:13])[F:1])=[CH:4][CH:5]=2)(=[O:11])=[O:10])[CH:20]=[CH:19][CH:18]=[CH:17][CH:16]=1, predict the reactants needed to synthesize it. The reactants are: [F:1][C:2]([F:14])([F:13])[C:3]1[CH:8]=[CH:7][C:6]([S:9](Cl)(=[O:11])=[O:10])=[CH:5][CH:4]=1.[C:15]1([NH:21][CH:22]2[CH2:27][CH2:26][N:25]([C:28]([O:30][CH2:31][C@@H:32]([N:40]([CH2:48][C:49]3[CH:54]=[CH:53][CH:52]=[CH:51][CH:50]=3)[CH2:41][C:42]3[CH:47]=[CH:46][CH:45]=[CH:44][CH:43]=3)[CH2:33][C:34]3[CH:39]=[CH:38][CH:37]=[CH:36][CH:35]=3)=[O:29])[CH2:24][CH2:23]2)[CH:20]=[CH:19][CH:18]=[CH:17][CH:16]=1.